From a dataset of Forward reaction prediction with 1.9M reactions from USPTO patents (1976-2016). Predict the product of the given reaction. (1) Given the reactants [CH2:1]([N:3]([CH:46]1[CH2:51][CH2:50][O:49][CH2:48][CH2:47]1)[C:4]1[CH:5]=[C:6]([C:26]2[CH:27]=[CH:28][C:29]([N:32]3[CH2:37][CH2:36][CH:35]([NH:38]C(=O)OC(C)(C)C)[CH2:34][CH2:33]3)=[N:30][CH:31]=2)[CH:7]=[C:8]([C:11](=[O:25])[NH:12][CH2:13][C:14]2[C:15](=[O:24])[NH:16][C:17]([CH3:23])=[CH:18][C:19]=2[CH:20]([CH3:22])[CH3:21])[C:9]=1[CH3:10])[CH3:2].C(O)(C(F)(F)F)=O, predict the reaction product. The product is: [NH2:38][CH:35]1[CH2:34][CH2:33][N:32]([C:29]2[N:30]=[CH:31][C:26]([C:6]3[CH:5]=[C:4]([N:3]([CH2:1][CH3:2])[CH:46]4[CH2:47][CH2:48][O:49][CH2:50][CH2:51]4)[C:9]([CH3:10])=[C:8]([CH:7]=3)[C:11]([NH:12][CH2:13][C:14]3[C:15](=[O:24])[NH:16][C:17]([CH3:23])=[CH:18][C:19]=3[CH:20]([CH3:22])[CH3:21])=[O:25])=[CH:27][CH:28]=2)[CH2:37][CH2:36]1. (2) Given the reactants C([O:3][C:4]([C:6]1[N:7]([C:27]2[CH:32]=[CH:31][C:30]([O:33][CH:34]([CH3:36])[CH3:35])=[CH:29][CH:28]=2)[C:8]2[C:13]([C:14]=1[N:15]([C:23](=[O:25])[CH3:24])C(OC(C)(C)C)=O)=[CH:12][C:11]([OH:26])=[CH:10][CH:9]=2)=[O:5])C.[Cl:37][C:38]1[CH:43]=[CH:42][C:41](B(O)O)=[CH:40][C:39]=1[O:47][C:48]([F:51])([F:50])[F:49], predict the reaction product. The product is: [C:23]([NH:15][C:14]1[C:13]2[C:8](=[CH:9][CH:10]=[C:11]([O:26][C:41]3[CH:42]=[CH:43][C:38]([Cl:37])=[C:39]([O:47][C:48]([F:50])([F:51])[F:49])[CH:40]=3)[CH:12]=2)[N:7]([C:27]2[CH:28]=[CH:29][C:30]([O:33][CH:34]([CH3:35])[CH3:36])=[CH:31][CH:32]=2)[C:6]=1[C:4]([OH:3])=[O:5])(=[O:25])[CH3:24]. (3) Given the reactants [Cl:1][C:2]1[C:3]([F:11])=[C:4]([CH:8]=[CH:9][N:10]=1)[C:5](Cl)=[O:6].[NH2:12][C:13]1[C:14]([Cl:36])=[C:15]([N:20]([CH2:27][C:28]2[CH:33]=[CH:32][C:31]([O:34][CH3:35])=[CH:30][CH:29]=2)[S:21]([CH2:24][CH2:25][CH3:26])(=[O:23])=[O:22])[CH:16]=[CH:17][C:18]=1[F:19], predict the reaction product. The product is: [Cl:1][C:2]1[C:3]([F:11])=[C:4]([CH:8]=[CH:9][N:10]=1)[C:5]([NH:12][C:13]1[C:18]([F:19])=[CH:17][CH:16]=[C:15]([N:20]([CH2:27][C:28]2[CH:29]=[CH:30][C:31]([O:34][CH3:35])=[CH:32][CH:33]=2)[S:21]([CH2:24][CH2:25][CH3:26])(=[O:23])=[O:22])[C:14]=1[Cl:36])=[O:6]. (4) Given the reactants C([O:3][C:4]([C:6]1[C:15](=[O:16])[C:14]2[C:9](=[CH:10][C:11]([Cl:18])=[C:12]([F:17])[CH:13]=2)[N:8]([C:19]2[CH:24]=[CH:23][C:22]([F:25])=[CH:21][N:20]=2)[CH:7]=1)=[O:5])C.O, predict the reaction product. The product is: [Cl:18][C:11]1[CH:10]=[C:9]2[C:14]([C:15](=[O:16])[C:6]([C:4]([OH:5])=[O:3])=[CH:7][N:8]2[C:19]2[CH:24]=[CH:23][C:22]([F:25])=[CH:21][N:20]=2)=[CH:13][C:12]=1[F:17]. (5) Given the reactants [CH3:1][N:2]1[CH2:6][C@@H:5]2[CH2:7][N:8]([C:10]([C:12]3[NH:16][C:15]4[CH:17]=[CH:18][C:19]([C:21]([O:23]C)=[O:22])=[CH:20][C:14]=4[N:13]=3)=[O:11])[CH2:9][C@@H:4]2[CH2:3]1.[OH-].[Na+].Cl, predict the reaction product. The product is: [CH3:1][N:2]1[CH2:6][C@@H:5]2[CH2:7][N:8]([C:10]([C:12]3[NH:16][C:15]4[CH:17]=[CH:18][C:19]([C:21]([OH:23])=[O:22])=[CH:20][C:14]=4[N:13]=3)=[O:11])[CH2:9][C@@H:4]2[CH2:3]1. (6) Given the reactants FC(F)(F)S(O[C:7]1[N:12]=[C:11]2[N:13]([CH2:16][CH3:17])[N:14]=[CH:15][C:10]2=[C:9]([C:18]2[CH:19]=[N:20][CH:21]=[C:22]([CH3:24])[CH:23]=2)[C:8]=1[C:25]#[N:26])(=O)=O.[F:29][C:30]1[CH:35]=[CH:34][C:33](B(O)O)=[CH:32][CH:31]=1.P(=O)([O-])[O-].[K+].[K+], predict the reaction product. The product is: [CH2:16]([N:13]1[C:11]2=[N:12][C:7]([C:33]3[CH:34]=[CH:35][C:30]([F:29])=[CH:31][CH:32]=3)=[C:8]([C:25]#[N:26])[C:9]([C:18]3[CH:19]=[N:20][CH:21]=[C:22]([CH3:24])[CH:23]=3)=[C:10]2[CH:15]=[N:14]1)[CH3:17]. (7) The product is: [CH3:1][C:2]1[S:3][C:4]([CH3:34])=[C:5]([CH2:23][C:24]2[CH:25]=[CH:26][C:27]([C:30]([F:32])([F:31])[F:33])=[CH:28][CH:29]=2)[C:6]=1[C:7]([NH:9][C:10]1([C:13]2[CH:22]=[CH:21][C:16]([C:17]([OH:19])=[O:18])=[CH:15][CH:14]=2)[CH2:12][CH2:11]1)=[O:8]. Given the reactants [CH3:1][C:2]1[S:3][C:4]([CH3:34])=[C:5]([CH2:23][C:24]2[CH:29]=[CH:28][C:27]([C:30]([F:33])([F:32])[F:31])=[CH:26][CH:25]=2)[C:6]=1[C:7]([NH:9][C:10]1([C:13]2[CH:22]=[CH:21][C:16]([C:17]([O:19]C)=[O:18])=[CH:15][CH:14]=2)[CH2:12][CH2:11]1)=[O:8], predict the reaction product. (8) Given the reactants [CH2:1]([O:8][C:9]1[CH:35]=[CH:34][C:12]([C:13]([NH:15][C:16]2[CH:21]=[CH:20][C:19]([N:22]3[CH2:26][CH2:25][C@@H:24]([N:27]4[CH2:31][CH2:30][CH2:29][CH2:28]4)[CH2:23]3)=[C:18]([O:32][CH3:33])[CH:17]=2)=[O:14])=[C:11]([CH3:36])[CH:10]=1)[C:2]1[CH:7]=[CH:6][CH:5]=[CH:4][CH:3]=1.[CH:37](N1CCOCC1)=O, predict the reaction product. The product is: [CH2:1]([O:8][C:9]1[CH:10]=[C:11]2[C:12](=[CH:34][CH:35]=1)[C:13](=[O:14])[N:15]([C:16]1[CH:21]=[CH:20][C:19]([N:22]3[CH2:26][CH2:25][C@@H:24]([N:27]4[CH2:31][CH2:30][CH2:29][CH2:28]4)[CH2:23]3)=[C:18]([O:32][CH3:33])[CH:17]=1)[CH:37]=[CH:36]2)[C:2]1[CH:3]=[CH:4][CH:5]=[CH:6][CH:7]=1. (9) Given the reactants [F:1][C:2]1[CH:7]=[CH:6][C:5]([C:8]2[C:12]([CH2:13][O:14][C:15]3[CH:22]=[CH:21][C:18]([C:19]#N)=[CH:17][N:16]=3)=[C:11]([CH3:23])[O:10][N:9]=2)=[CH:4][CH:3]=1.C(O)C.[OH-:27].[Na+].[OH2:29], predict the reaction product. The product is: [F:1][C:2]1[CH:7]=[CH:6][C:5]([C:8]2[C:12]([CH2:13][O:14][C:15]3[CH:22]=[CH:21][C:18]([C:19]([OH:29])=[O:27])=[CH:17][N:16]=3)=[C:11]([CH3:23])[O:10][N:9]=2)=[CH:4][CH:3]=1. (10) Given the reactants C([O:3][CH:4](OCC)[CH2:5][NH:6][CH2:7][C:8]1[S:9][CH:10]=[CH:11][CH:12]=1)C.N, predict the reaction product. The product is: [S:9]1[C:8]2[CH2:7][NH:6][CH2:5][CH:4]([OH:3])[C:12]=2[CH:11]=[CH:10]1.